This data is from Catalyst prediction with 721,799 reactions and 888 catalyst types from USPTO. The task is: Predict which catalyst facilitates the given reaction. Reactant: [BH4-].[Na+].[CH3:3][C:4]1[C:5]2[N:6]([CH:10]=[CH:11][CH:12]=2)[CH2:7][CH2:8][N:9]=1. Product: [CH3:3][CH:4]1[NH:9][CH2:8][CH2:7][N:6]2[CH:10]=[CH:11][CH:12]=[C:5]12. The catalyst class is: 5.